Predict the product of the given reaction. From a dataset of Forward reaction prediction with 1.9M reactions from USPTO patents (1976-2016). Given the reactants [NH2:1][CH:2]([C:9]1[CH:14]=[CH:13][CH:12]=[CH:11][CH:10]=1)[C:3]1[CH:8]=[CH:7][CH:6]=[CH:5][CH:4]=1.C(N(CC)CC)C.Cl[S:23]([CH2:26][C@H:27]([CH3:32])[C:28]([O:30][CH3:31])=[O:29])(=[O:25])=[O:24], predict the reaction product. The product is: [C:9]1([CH:2]([C:3]2[CH:8]=[CH:7][CH:6]=[CH:5][CH:4]=2)[NH:1][S:23]([CH2:26][C@H:27]([CH3:32])[C:28]([O:30][CH3:31])=[O:29])(=[O:25])=[O:24])[CH:14]=[CH:13][CH:12]=[CH:11][CH:10]=1.